This data is from Forward reaction prediction with 1.9M reactions from USPTO patents (1976-2016). The task is: Predict the product of the given reaction. (1) The product is: [CH3:8][N:9]([CH3:13])[C:10]([N:43]1[CH2:44][CH:45]=[C:40]([C:36]2[N:35]=[CH:34][C:33]([NH:32][C:30]([C:16]3[CH:17]=[N:18][N:19]([C:20]4[CH:25]=[CH:24][C:23]([C:26]([F:29])([F:28])[F:27])=[CH:22][N:21]=4)[C:15]=3[CH3:14])=[O:31])=[CH:38][C:37]=2[CH3:39])[CH2:41][CH2:42]1)=[O:11]. Given the reactants C(N(CC)CC)C.[CH3:8][N:9]([CH3:13])[C:10](Cl)=[O:11].[CH3:14][C:15]1[N:19]([C:20]2[CH:25]=[CH:24][C:23]([C:26]([F:29])([F:28])[F:27])=[CH:22][N:21]=2)[N:18]=[CH:17][C:16]=1[C:30]([NH:32][C:33]1[CH:34]=[N:35][C:36]([C:40]2[CH2:41][CH2:42][NH:43][CH2:44][CH:45]=2)=[C:37]([CH3:39])[CH:38]=1)=[O:31].ClCCl, predict the reaction product. (2) Given the reactants Br[C:2]1[N:7]=[CH:6][C:5]([C:8]([N:10]([CH3:32])[C:11]2[CH:16]=[CH:15][C:14]([CH2:17][N:18]3[CH2:23][CH2:22][N:21]([C:24]([O:26][C:27]([CH3:30])([CH3:29])[CH3:28])=[O:25])[C@@H:20]([CH3:31])[CH2:19]3)=[CH:13][CH:12]=2)=[O:9])=[CH:4][CH:3]=1.[F:33][CH:34]1[CH2:39][CH2:38][NH:37][CH2:36][CH2:35]1.C(N(CC)CC)C, predict the reaction product. The product is: [F:33][CH:34]1[CH2:39][CH2:38][N:37]([C:2]2[N:7]=[CH:6][C:5]([C:8]([N:10]([CH3:32])[C:11]3[CH:16]=[CH:15][C:14]([CH2:17][N:18]4[CH2:23][CH2:22][N:21]([C:24]([O:26][C:27]([CH3:30])([CH3:29])[CH3:28])=[O:25])[C@@H:20]([CH3:31])[CH2:19]4)=[CH:13][CH:12]=3)=[O:9])=[CH:4][CH:3]=2)[CH2:36][CH2:35]1. (3) Given the reactants Cl[C:2]1[N:7]=[C:6]([C:8]2[CH:13]=[CH:12][N:11]=[C:10]([Cl:14])[CH:9]=2)[CH:5]=[CH:4][N:3]=1.[CH3:15][O:16][CH2:17][CH:18]([NH2:20])[CH3:19], predict the reaction product. The product is: [Cl:14][C:10]1[CH:9]=[C:8]([C:6]2[CH:5]=[CH:4][N:3]=[C:2]([NH:20][CH:18]([CH3:19])[CH2:17][O:16][CH3:15])[N:7]=2)[CH:13]=[CH:12][N:11]=1. (4) Given the reactants [H-].[Al+3].[Li+].[H-].[H-].[H-].[F:7][C:8]1[CH:13]=[CH:12][CH:11]=[CH:10][C:9]=1[CH2:14][CH:15]([OH:23])[CH:16]([CH3:22])[C:17]([O:19]CC)=O.[OH2:24].[OH-].[Na+], predict the reaction product. The product is: [F:7][C:8]1[CH:13]=[CH:12][CH:11]=[CH:10][C:9]=1[CH2:14][C:15]([OH:23])([OH:24])[CH:16]([CH3:22])[CH2:17][OH:19]. (5) Given the reactants [OH:1][N:2]=[CH:3][C:4]([CH3:6])=[O:5].[CH3:7][S:8]([O:11][C:12]1[CH:17]=[CH:16][CH:15]=[C:14]([Cl:18])[C:13]=1[CH:19]=[CH2:20])(=[O:10])=[O:9].C(=O)([O-])O.[K+].ClN1C(=O)CCC1=O, predict the reaction product. The product is: [CH3:7][S:8]([O:11][C:12]1[CH:17]=[CH:16][CH:15]=[C:14]([Cl:18])[C:13]=1[CH:19]1[O:1][N:2]=[C:3]([C:4](=[O:5])[CH3:6])[CH2:20]1)(=[O:9])=[O:10].